Dataset: Forward reaction prediction with 1.9M reactions from USPTO patents (1976-2016). Task: Predict the product of the given reaction. (1) Given the reactants [N+:1]([C:4]1[CH:9]=[CH:8][C:7]([S:10]([CH:13]2[CH2:18][CH2:17][CH:16]([C:19]([O:21][CH3:22])=[O:20])[CH2:15][CH2:14]2)(=[O:12])=[O:11])=[CH:6][CH:5]=1)([O-])=O, predict the reaction product. The product is: [NH2:1][C:4]1[CH:9]=[CH:8][C:7]([S:10]([CH:13]2[CH2:14][CH2:15][CH:16]([C:19]([O:21][CH3:22])=[O:20])[CH2:17][CH2:18]2)(=[O:12])=[O:11])=[CH:6][CH:5]=1. (2) Given the reactants [CH3:1][O:2][C:3]([C:5]1[CH:6]=[C:7]2[CH:13]=[CH:12][NH:11][C:8]2=[N:9][CH:10]=1)=[O:4].[CH:14](I)([CH3:16])[CH3:15], predict the reaction product. The product is: [CH3:1][O:2][C:3]([C:5]1[CH:6]=[C:7]2[CH:13]=[CH:12][N:11]([CH:14]([CH3:16])[CH3:15])[C:8]2=[N:9][CH:10]=1)=[O:4]. (3) Given the reactants [CH2:1]([N:8]1[CH2:13][CH2:12][C:11](=O)[CH2:10][CH2:9]1)[C:2]1[CH:7]=[CH:6][CH:5]=[CH:4][CH:3]=1.[C:15]([NH2:21])(=[O:20])[CH2:16][C:17]([CH3:19])=O.C([O-])(O)=O.[Na+], predict the reaction product. The product is: [CH2:1]([N:8]1[CH2:13][CH2:12][C:11]2[N:21]=[C:15]([OH:20])[CH:16]=[C:17]([CH3:19])[C:10]=2[CH2:9]1)[C:2]1[CH:7]=[CH:6][CH:5]=[CH:4][CH:3]=1. (4) Given the reactants [Br:1][C:2]1[CH:7]=[C:6]([N+:8]([O-])=O)[CH:5]=[C:4]([Cl:11])[CH:3]=1, predict the reaction product. The product is: [Br:1][C:2]1[CH:7]=[C:6]([NH2:8])[CH:5]=[C:4]([Cl:11])[CH:3]=1. (5) Given the reactants O1CCCOB1[C:7]1[CH:8]=[N:9][CH:10]=[CH:11][CH:12]=1.Br[CH2:14][C:15]1[CH:20]=[CH:19][C:18]([Cl:21])=[CH:17][C:16]=1[O:22][CH3:23].N1C=CC(B(O)O)=CC=1, predict the reaction product. The product is: [Cl:21][C:18]1[CH:19]=[CH:20][C:15]([CH2:14][C:7]2[CH:8]=[N:9][CH:10]=[CH:11][CH:12]=2)=[C:16]([O:22][CH3:23])[CH:17]=1. (6) Given the reactants C[O:2][C:3]1[CH:8]=[CH:7][N:6]=[CH:5][CH:4]=1.Cl[C:10]([O:12][C:13]1[CH:18]=CC=C[CH:14]=1)=[O:11].[CH:19]1([CH2:25][Mg]Br)[CH2:24][CH2:23][CH2:22][CH2:21][CH2:20]1.[C:28](O[K])(C)(C)C, predict the reaction product. The product is: [C:13]([O:12][C:10]([N:6]1[CH:7]=[CH:8][C:3](=[O:2])[CH2:4][CH:5]1[CH2:25][CH:19]1[CH2:24][CH2:23][CH2:22][CH2:21][CH2:20]1)=[O:11])([CH3:18])([CH3:28])[CH3:14]. (7) Given the reactants [C:1]([C:9]([C:14]1[CH:19]=[CH:18][CH:17]=[CH:16][CH:15]=1)([CH3:13])[CH2:10][CH:11]=O)(=[O:8])[C:2]1[CH:7]=[CH:6][CH:5]=[CH:4][CH:3]=1.[CH3:20][O:21][C:22]1[CH:27]=[CH:26][CH:25]=[CH:24][C:23]=1[N:28]1[CH2:33][CH2:32][NH:31][CH2:30][CH2:29]1.[Na], predict the reaction product. The product is: [CH3:20][O:21][C:22]1[CH:27]=[CH:26][CH:25]=[CH:24][C:23]=1[N:28]1[CH2:33][CH2:32][N:31]([CH2:11][CH2:10][C:9]([C:1](=[O:8])[C:2]2[CH:7]=[CH:6][CH:5]=[CH:4][CH:3]=2)([C:14]2[CH:19]=[CH:18][CH:17]=[CH:16][CH:15]=2)[CH3:13])[CH2:30][CH2:29]1. (8) Given the reactants [F:1][C:2]1[CH:7]=[CH:6][C:5]([C:8]2[C:9]3[N:10]([N:14]=[C:15]([NH2:17])[N:16]=3)[CH:11]=[CH:12][N:13]=2)=[CH:4][CH:3]=1.Br[C:19]1[CH:24]=[CH:23][C:22]([N:25]2[CH:29]=[C:28]([CH3:30])[N:27]=[CH:26]2)=[C:21]([O:31][CH3:32])[CH:20]=1, predict the reaction product. The product is: [F:1][C:2]1[CH:7]=[CH:6][C:5]([C:8]2[C:9]3[N:10]([N:14]=[C:15]([NH:17][C:19]4[CH:24]=[CH:23][C:22]([N:25]5[CH:29]=[C:28]([CH3:30])[N:27]=[CH:26]5)=[C:21]([O:31][CH3:32])[CH:20]=4)[N:16]=3)[CH:11]=[CH:12][N:13]=2)=[CH:4][CH:3]=1.